Dataset: Full USPTO retrosynthesis dataset with 1.9M reactions from patents (1976-2016). Task: Predict the reactants needed to synthesize the given product. (1) The reactants are: [Br:1][C:2]1[CH:3]=[C:4](I)[C:5]([NH2:8])=[N:6][CH:7]=1.[F:10][C:11]1[CH:12]=[C:13]([CH:15]=[CH:16][C:17]=1B1OC(C)(C)C(C)(C)O1)[NH2:14].C(=O)([O-])[O-].[K+].[K+].C(=O)(O)[O-].[Na+]. Given the product [NH2:14][C:13]1[CH:15]=[CH:16][C:17]([C:4]2[C:5]([NH2:8])=[N:6][CH:7]=[C:2]([Br:1])[CH:3]=2)=[C:11]([F:10])[CH:12]=1, predict the reactants needed to synthesize it. (2) Given the product [Cl:18][CH2:2][C:3]1[CH:17]=[CH:16][C:6]([O:7][CH2:8][CH2:9][CH2:10][C:11]([O:13][CH2:14][CH3:15])=[O:12])=[CH:5][CH:4]=1, predict the reactants needed to synthesize it. The reactants are: O[CH2:2][C:3]1[CH:17]=[CH:16][C:6]([O:7][CH2:8][CH2:9][CH2:10][C:11]([O:13][CH2:14][CH3:15])=[O:12])=[CH:5][CH:4]=1.[Cl-:18]. (3) Given the product [S:20]1[CH:24]=[CH:23][C:22]([C:2]2[S:6][C:5]([N:7]3[CH2:11][C@:10]4([CH:16]5[CH2:17][CH2:18][N:13]([CH2:14][CH2:15]5)[CH2:12]4)[O:9][C:8]3=[O:19])=[CH:4][CH:3]=2)=[CH:21]1, predict the reactants needed to synthesize it. The reactants are: Br[C:2]1[S:6][C:5]([N:7]2[CH2:11][C@:10]3([CH:16]4[CH2:17][CH2:18][N:13]([CH2:14][CH2:15]4)[CH2:12]3)[O:9][C:8]2=[O:19])=[CH:4][CH:3]=1.[S:20]1[CH:24]=[CH:23][C:22](B(O)O)=[CH:21]1. (4) Given the product [CH2:1]([O:5][C:6]1[CH:11]=[CH:10][C:9]([S:12]([C:15]2([C:28]([OH:30])=[O:29])[CH2:16][CH2:17][N:18]([C:21]([C:23]3[S:24][CH:25]=[CH:26][CH:27]=3)=[O:22])[CH2:19][CH2:20]2)(=[O:14])=[O:13])=[CH:8][CH:7]=1)[C:2]#[C:3][CH3:4], predict the reactants needed to synthesize it. The reactants are: [CH2:1]([O:5][C:6]1[CH:11]=[CH:10][C:9]([S:12]([C:15]2([C:28]([O:30]C)=[O:29])[CH2:20][CH2:19][N:18]([C:21]([C:23]3[S:24][CH:25]=[CH:26][CH:27]=3)=[O:22])[CH2:17][CH2:16]2)(=[O:14])=[O:13])=[CH:8][CH:7]=1)[C:2]#[C:3][CH3:4].[OH-].[Na+]. (5) Given the product [CH2:14]([O:13][C:11]([C:10]1[CH:9]=[N:8][N:7]2[C:2]([NH:23][C:22]3[CH:24]=[C:25]([CH3:28])[CH:26]=[CH:27][C:21]=3[F:20])=[C:3]([C:16]([O:18][CH3:19])=[O:17])[CH:4]=[N:5][C:6]=12)=[O:12])[CH3:15], predict the reactants needed to synthesize it. The reactants are: Cl[C:2]1[N:7]2[N:8]=[CH:9][C:10]([C:11]([O:13][CH2:14][CH3:15])=[O:12])=[C:6]2[N:5]=[CH:4][C:3]=1[C:16]([O:18][CH3:19])=[O:17].[F:20][C:21]1[CH:27]=[CH:26][C:25]([CH3:28])=[CH:24][C:22]=1[NH2:23]. (6) Given the product [C:16]([N:24]1[CH2:29][CH2:28][N:27]([C:11](=[O:13])[C:10]([C:3]2[C:4]3[C:9](=[CH:8][N:7]=[CH:6][CH:5]=3)[NH:1][CH:2]=2)=[O:14])[C@H:26]([CH3:30])[CH2:25]1)(=[O:23])[C:17]1[CH:18]=[CH:19][CH:20]=[CH:21][CH:22]=1, predict the reactants needed to synthesize it. The reactants are: [NH:1]1[C:9]2[C:4](=[CH:5][CH:6]=[N:7][CH:8]=2)[C:3]([C:10](=[O:14])[C:11]([O-:13])=O)=[CH:2]1.[K+].[C:16]([N:24]1[CH2:29][CH2:28][NH:27][C@H:26]([CH3:30])[CH2:25]1)(=[O:23])[C:17]1[CH:22]=[CH:21][CH:20]=[CH:19][CH:18]=1.